Dataset: Forward reaction prediction with 1.9M reactions from USPTO patents (1976-2016). Task: Predict the product of the given reaction. (1) Given the reactants Cl[C:2]1[CH:7]=[C:6]([Cl:8])[CH:5]=[CH:4][N:3]=1.[C:9]1(B(O)O)[CH:14]=[CH:13][CH:12]=[CH:11][CH:10]=1.O.C(=O)([O-])[O-].[K+].[K+], predict the reaction product. The product is: [C:9]1([C:2]2[CH:7]=[C:6]([Cl:8])[CH:5]=[CH:4][N:3]=2)[CH:14]=[CH:13][CH:12]=[CH:11][CH:10]=1. (2) The product is: [F:1][C:2]1[CH:7]=[CH:6][C:5]([C:8]2[N:23]([CH2:24][CH2:25][C@H:26]3[O:31][C:30]4([CH2:32][CH2:33][CH2:34][CH2:35][CH2:36]4)[O:29][C@@H:28]([CH2:37][C:38]([N:40]4[CH2:45][CH2:44][O:43][CH2:42][CH2:41]4)=[O:39])[CH2:27]3)[C:11]([CH:12]([CH3:14])[CH3:13])=[CH:10][C:9]=2[C:16]2[CH:21]=[CH:20][CH:19]=[CH:18][CH:17]=2)=[CH:4][CH:3]=1. Given the reactants [F:1][C:2]1[CH:7]=[CH:6][C:5]([C:8](=O)[CH:9]([C:16]2[CH:21]=[CH:20][CH:19]=[CH:18][CH:17]=2)[CH2:10][C:11](=O)[CH:12]([CH3:14])[CH3:13])=[CH:4][CH:3]=1.[NH2:23][CH2:24][CH2:25][C@H:26]1[O:31][C:30]2([CH2:36][CH2:35][CH2:34][CH2:33][CH2:32]2)[O:29][C@@H:28]([CH2:37][C:38]([N:40]2[CH2:45][CH2:44][O:43][CH2:42][CH2:41]2)=[O:39])[CH2:27]1, predict the reaction product. (3) Given the reactants [NH2:1][C:2]1[CH:7]=[CH:6][C:5]([Br:8])=[CH:4][C:3]=1[C:9]([C:11]1[CH:16]=[CH:15][CH:14]=[CH:13][CH:12]=1)=[O:10].S([O-])([O-])(=O)=O.[NH4+].[NH4+].[C:24](OCC)(=O)[CH3:25].[CH2:30]1COCC1, predict the reaction product. The product is: [Br:8][C:5]1[CH:6]=[CH:7][C:2]2[NH:1][CH:24]([CH3:25])[O:10][C:9]([CH3:30])([C:11]3[CH:12]=[CH:13][CH:14]=[CH:15][CH:16]=3)[C:3]=2[CH:4]=1. (4) Given the reactants C([O:4][C@@H:5]1[C@@H:10]([O:11]C(=O)C)[C@@H:9]([O:15]C(=O)C)[C@@H:8]([CH2:19][O:20]C(=O)C)[O:7][C@H:6]1[O:24][C:25]1[C:29]([CH2:30][C:31]2[CH:36]=[CH:35][C:34]([CH2:37][CH2:38][CH2:39][CH2:40][C:41](=[O:49])[NH:42][C:43]([C:46](O)=[O:47])([CH3:45])[CH3:44])=[CH:33][CH:32]=2)=[C:28]([CH:50]([CH3:52])[CH3:51])[NH:27][N:26]=1)(=O)C.[OH:53][CH2:54][CH2:55][N:56]1[CH2:61][CH2:60][NH:59][CH2:58][CH2:57]1.NC(C)(C)C(N)=O, predict the reaction product. The product is: [C@@H:6]1([O:24][C:25]2[C:29]([CH2:30][C:31]3[CH:32]=[CH:33][C:34]([CH2:37][CH2:38][CH2:39][CH2:40][C:41](=[O:49])[NH:42][C:43]([C:46]([N:59]4[CH2:60][CH2:61][N:56]([CH2:55][CH2:54][OH:53])[CH2:57][CH2:58]4)=[O:47])([CH3:45])[CH3:44])=[CH:35][CH:36]=3)=[C:28]([CH:50]([CH3:52])[CH3:51])[NH:27][N:26]=2)[O:7][C@H:8]([CH2:19][OH:20])[C@H:9]([OH:15])[C@H:10]([OH:11])[C@H:5]1[OH:4].